From a dataset of Reaction yield outcomes from USPTO patents with 853,638 reactions. Predict the reaction yield, written as a fraction of the theoretical maximum amount of product (1.0 means a 100% yield; for example, 0.34 means a 34% yield). (1) The reactants are [Br:1][C:2]1[CH:6]=[CH:5][S:4][C:3]=1[C:7]([F:10])([F:9])[F:8].C([N-]C(C)C)(C)C.[Li+].[CH2:19]=[O:20].Cl. The catalyst is C(OCC)(=O)C.O1CCCC1. The product is [Br:1][C:2]1[CH:6]=[C:5]([CH2:19][OH:20])[S:4][C:3]=1[C:7]([F:10])([F:9])[F:8]. The yield is 0.200. (2) The reactants are [NH:1]1[CH2:6][CH2:5][CH2:4][CH2:3][CH2:2]1.CN(C)C=O.Cl[C:13]1[CH:18]=[CH:17][C:16]([CH3:19])=[CH:15][C:14]=1[N+:20]([O-:22])=[O:21]. The catalyst is O. The product is [CH3:19][C:16]1[CH:17]=[CH:18][C:13]([N:1]2[CH2:6][CH2:5][CH2:4][CH2:3][CH2:2]2)=[C:14]([N+:20]([O-:22])=[O:21])[CH:15]=1. The yield is 0.462.